From a dataset of Experimentally validated miRNA-target interactions with 360,000+ pairs, plus equal number of negative samples. Binary Classification. Given a miRNA mature sequence and a target amino acid sequence, predict their likelihood of interaction. (1) The miRNA is hsa-miR-154-5p with sequence UAGGUUAUCCGUGUUGCCUUCG. The protein sequence of the target gene is MAEAALVITPQIPMVTEEFVKPSQGHVTFEDIAVYFSQEEWGLLDEAQRCLYHDVMLENFSLMASVGCLHGIEAEEAPSEQTLSAQGVSQARTPKLGPSIPNAHSCEMCILVMKDILYLSEHQGTLPWQKPYTSVASGKWFSFGSNLQQHQNQDSGEKHIRKEESSALLLNSCKIPLSDNLFPCKDVEKDFPTILGLLQHQTTHSRQEYAHRSRETFQQRRYKCEQVFNEKVHVTEHQRVHTGEKAYKRREYGKSLNSKYLFVEHQRTHNAEKPYVCNICGKSFLHKQTLVGHQQRIHTR.... Result: 0 (no interaction). (2) The miRNA is hsa-miR-4685-5p with sequence CCCAGGGCUUGGAGUGGGGCAAGGUU. The protein sequence of the target gene is MPPERRRRMKLDRRTGAKPKRKPGMRPDWKAGAGPGGPPQKPAPSSQRKPPARPSAAAAAIAVAAAEEERRLRQRNRLRLEEDKPAVERCLEELVFGDVENDEDALLRRLRGPRVQEHEDSGDSEVENEAKGNFPPQKKPVWVDEEDEDEEMVDMMNNRFRKDMMKNASESKLSKDNLKKRLKEEFQHAMGGVPAWAETTKRKTSSDDESEEDEDDLLQRTGNFISTSTSLPRGILKMKNCQHANAERPTVARISSVQFHPGAQIVMVAGLDNAVSLFQVDGKTNPKIQSIYLERFPIFK.... Result: 0 (no interaction). (3) The miRNA is hsa-miR-548q with sequence GCUGGUGCAAAAGUAAUGGCGG. The protein sequence of the target gene is MHGRLKVKTSEEQAEAKRLEREQKLKLYQSATQAVFQKRQAGELDESVLELTSQILGANPDFATLWNCRREVLQQLETQKSPEELAALVKAELGFLESCLRVNPKSYGTWHHRCWLLGRLPEPNWTRELELCARFLEVDERNFHCWDYRRFVATQAAVPPAEELAFTDSLITRNFSNYSSWHYRSCLLPQLHPQPDSGPQGRLPEDVLLKELELVQNAFFTDPNDQSAWFYHRWLLGRADPQDALRCLHVSRDEACLTVSFSRPLLVGSRMEILLLMVDDSPLIVEWRTPDGRNRPSHVW.... Result: 0 (no interaction). (4) The miRNA is mmu-miR-324-3p with sequence CCACUGCCCCAGGUGCUGCU. The protein sequence of the target gene is MALHFQSLAELEVLCTHLYIGTDLTQRIEAEKALLELIDSPECLSKCQLLLEQGTTSYAQLLAATCLSKLVSRVSPLPVEQRMDIRNYILNYVASQPKLAPFVIQALIQVIAKITKLGWFEVQKDQFVFREIIADVKKFLQGTVEHCIIGVIILSELTQEMNLVDYSRPSAKHRKIATSFRDTSLKDVLVLACSLLKEVFAKPLNLQDQCQQNLVMQVLKLVLNCLNFDFIGSSADESADDLCTVQIPTTWRTIFLEPETLDLFFNLYHSLPPLLSQLALSCLVQFASTRRSLFNSPERA.... Result: 0 (no interaction). (5) The miRNA is mmu-miR-21a-3p with sequence CAACAGCAGUCGAUGGGCUGUC. The protein sequence of the target gene is MGLETEKADVQLFMADDAYSHHSGVDYADPEKYVDSSHDRDPHQLNSHLKLGFEDLIAEPETTHSFDKVWICSHALFEISKYVMYKFLTVFLAIPLAFIAGILFATLSCLHIWILMPFVKTCLMVLPSVQTIWKSVTDVVIGPLCTSVGRSFSSVSMQLSHD. Result: 0 (no interaction).